Dataset: Reaction yield outcomes from USPTO patents with 853,638 reactions. Task: Predict the reaction yield, written as a fraction of the theoretical maximum amount of product (1.0 means a 100% yield; for example, 0.34 means a 34% yield). The reactants are [NH2:1][C:2]1[CH:30]=[CH:29][C:5]([O:6][C:7]2[N:12]=[CH:11][N:10]=[C:9]([NH:13][C:14]([N:16]3[CH2:21][CH2:20][N:19]([CH2:22][CH2:23][N:24]4[CH2:28][CH2:27][CH2:26][CH2:25]4)[CH2:18][CH2:17]3)=[O:15])[CH:8]=2)=[C:4]([F:31])[CH:3]=1.CC1(C)C2(CS(O)(=O)=O)C(CC1CC2)=O.[C:47]1([CH2:53][C:54]([N:56]=[C:57]=[S:58])=[O:55])[CH:52]=[CH:51][CH:50]=[CH:49][CH:48]=1. The catalyst is C(O)C.C1(C)C=CC=CC=1. The product is [F:31][C:4]1[CH:3]=[C:2]([NH:1][C:57]([NH:56][C:54](=[O:55])[CH2:53][C:47]2[CH:48]=[CH:49][CH:50]=[CH:51][CH:52]=2)=[S:58])[CH:30]=[CH:29][C:5]=1[O:6][C:7]1[N:12]=[CH:11][N:10]=[C:9]([NH:13][C:14]([N:16]2[CH2:21][CH2:20][N:19]([CH2:22][CH2:23][N:24]3[CH2:28][CH2:27][CH2:26][CH2:25]3)[CH2:18][CH2:17]2)=[O:15])[CH:8]=1. The yield is 0.0840.